This data is from Reaction yield outcomes from USPTO patents with 853,638 reactions. The task is: Predict the reaction yield, written as a fraction of the theoretical maximum amount of product (1.0 means a 100% yield; for example, 0.34 means a 34% yield). (1) The reactants are [NH2:1][C:2]1[CH:11]=[CH:10][C:5]([O:6][CH2:7][CH2:8][OH:9])=[C:4]([Cl:12])[CH:3]=1.Cl.Cl[C:15]1[N:20]=[C:19]([NH:21][C@@H:22]2[CH2:30][C@H:29]3[N:25]([CH2:26][CH2:27][CH2:28]3)[C:24]([CH3:32])([CH3:31])[CH2:23]2)[C:18]([F:33])=[CH:17][N:16]=1.CC1C=CC(S(O)(=O)=O)=CC=1.O. The catalyst is CC(O)C. The product is [Cl:12][C:4]1[CH:3]=[C:2]([NH:1][C:15]2[N:20]=[C:19]([NH:21][C@@H:22]3[CH2:30][C@H:29]4[N:25]([CH2:26][CH2:27][CH2:28]4)[C:24]([CH3:31])([CH3:32])[CH2:23]3)[C:18]([F:33])=[CH:17][N:16]=2)[CH:11]=[CH:10][C:5]=1[O:6][CH2:7][CH2:8][OH:9]. The yield is 0.740. (2) The reactants are [OH:1][C:2]1[CH:3]=[C:4]2[C:8](=[C:9]([N:11]([CH3:21])[S:12]([C:15]3[CH:20]=[CH:19][CH:18]=[CH:17][N:16]=3)(=[O:14])=[O:13])[CH:10]=1)[NH:7][C:6]([C:22]1[S:23][CH:24]([CH2:27][N:28]3[CH2:33][CH2:32][S:31][CH2:30][CH2:29]3)[CH2:25][N:26]=1)=[CH:5]2.C(P(CCCC)CCCC)CCC.[CH3:47][O:48][CH2:49][C@H:50](O)[CH3:51].N(C(N1CCCCC1)=O)=NC(N1CCCCC1)=O. The catalyst is C1(C)C=CC=CC=1.O1CCCC1. The product is [CH3:47][O:48][CH2:49][C@H:50]([CH3:51])[O:1][C:2]1[CH:3]=[C:4]2[C:8](=[C:9]([N:11]([CH3:21])[S:12]([C:15]3[CH:20]=[CH:19][CH:18]=[CH:17][N:16]=3)(=[O:14])=[O:13])[CH:10]=1)[NH:7][C:6]([C:22]1[S:23][CH:24]([CH2:27][N:28]3[CH2:33][CH2:32][S:31][CH2:30][CH2:29]3)[CH2:25][N:26]=1)=[CH:5]2. The yield is 0.480. (3) The catalyst is CN(C)C(=O)C. The product is [CH2:12]([O:11][C:10]1[CH:9]=[CH:8][C:7]([O:19][CH3:20])=[C:3]2[C:2]=1[N:1]=[C:33]([C:32]1[CH:35]=[CH:36][CH:37]=[C:30]([N:27]3[CH2:26][CH2:25][N:24]([CH:21]([CH3:23])[CH3:22])[CH2:29][CH2:28]3)[CH:31]=1)[NH:6][C:4]2=[O:5])[C:13]1[CH:14]=[CH:15][CH:16]=[CH:17][CH:18]=1. The reactants are [NH2:1][C:2]1[C:10]([O:11][CH2:12][C:13]2[CH:18]=[CH:17][CH:16]=[CH:15][CH:14]=2)=[CH:9][CH:8]=[C:7]([O:19][CH3:20])[C:3]=1[C:4]([NH2:6])=[O:5].[CH:21]([N:24]1[CH2:29][CH2:28][N:27]([C:30]2[CH:31]=[C:32]([CH:35]=[CH:36][CH:37]=2)[CH:33]=O)[CH2:26][CH2:25]1)([CH3:23])[CH3:22].CC1C=CC(S(O)(=O)=O)=CC=1.OS([O-])=O.[Na+]. The yield is 0.220. (4) The reactants are [O:1]1[CH2:5][CH2:4]O[CH:2]1[C:6]1[CH:7]=[CH:8][C:9](F)=[C:10]([CH:13]=1)[C:11]#[N:12].[OH2:15].[NH2:16][NH2:17]. The catalyst is C(O)CCC. The product is [O:15]1[CH2:4][CH2:5][O:1][CH:2]1[C:6]1[CH:13]=[C:10]2[C:9](=[CH:8][CH:7]=1)[NH:17][N:16]=[C:11]2[NH2:12]. The yield is 0.360. (5) The reactants are [CH2:1]([NH:3][CH:4]1[CH2:9][CH2:8][C:7]([C:10]2[C:18]3[C:13](=[CH:14][CH:15]=[C:16]([N+:19]([O-:21])=[O:20])[CH:17]=3)[NH:12][CH:11]=2)=[CH:6][CH2:5]1)[CH3:2].CCN(CC)CC.[CH3:29][C:30]([O:33][C:34](O[C:34]([O:33][C:30]([CH3:32])([CH3:31])[CH3:29])=[O:35])=[O:35])([CH3:32])[CH3:31]. The catalyst is O1CCOCC1. The product is [CH2:1]([N:3]([CH:4]1[CH2:9][CH2:8][C:7]([C:10]2[C:18]3[C:13](=[CH:14][CH:15]=[C:16]([N+:19]([O-:21])=[O:20])[CH:17]=3)[NH:12][CH:11]=2)=[CH:6][CH2:5]1)[C:34](=[O:35])[O:33][C:30]([CH3:32])([CH3:31])[CH3:29])[CH3:2]. The yield is 0.780. (6) The reactants are [Cl-].O[NH3+:3].[C:4](=[O:7])([O-])[OH:5].[Na+].CS(C)=O.[CH2:13]([C:17]1[N:18]=[C:19]([CH3:48])[N:20]([CH2:39][C:40]2[CH:45]=[CH:44][C:43]([F:46])=[CH:42][C:41]=2[F:47])[C:21](=[O:38])[C:22]=1[CH2:23][C:24]1[CH:29]=[CH:28][C:27]([C:30]2[C:31]([C:36]#[N:37])=[CH:32][CH:33]=[CH:34][CH:35]=2)=[CH:26][CH:25]=1)[CH2:14][CH2:15][CH3:16]. The catalyst is C(OCC)(=O)C. The product is [CH2:13]([C:17]1[N:18]=[C:19]([CH3:48])[N:20]([CH2:39][C:40]2[CH:45]=[CH:44][C:43]([F:46])=[CH:42][C:41]=2[F:47])[C:21](=[O:38])[C:22]=1[CH2:23][C:24]1[CH:25]=[CH:26][C:27]([C:30]2[CH:35]=[CH:34][CH:33]=[CH:32][C:31]=2[C:36]2[NH:3][C:4](=[O:7])[O:5][N:37]=2)=[CH:28][CH:29]=1)[CH2:14][CH2:15][CH3:16]. The yield is 0.930. (7) The reactants are [Cl-].[CH2:2]([O:4][CH:5]([P+](C1C=CC=CC=1)(C1C=CC=CC=1)C1C=CC=CC=1)[C:6]([O:8][CH2:9][CH3:10])=[O:7])[CH3:3].C(=O)([O-])[O-].[K+].[K+].[CH2:36]([O:43][C:44]1[CH:51]=[CH:50][C:47]([CH:48]=O)=[C:46]([CH3:52])[CH:45]=1)[C:37]1[CH:42]=[CH:41][CH:40]=[CH:39][CH:38]=1. The catalyst is C(O)(C)C. The product is [CH2:9]([O:8][C:6](=[O:7])/[C:5](/[O:4][CH2:2][CH3:3])=[CH:48]/[C:47]1[CH:50]=[CH:51][C:44]([O:43][CH2:36][C:37]2[CH:42]=[CH:41][CH:40]=[CH:39][CH:38]=2)=[CH:45][C:46]=1[CH3:52])[CH3:10]. The yield is 0.580. (8) The reactants are [H-].[Na+].[CH3:3][C:4]1[CH:9]=[C:8]([CH3:10])[CH:7]=[C:6]([CH3:11])[C:5]=1[OH:12].[Cl:13][C:14]1[N:15]=[C:16](Cl)[C:17]2[N:22]([CH3:23])[CH:21]=[CH:20][C:18]=2[N:19]=1. The catalyst is CN1C(=O)CCC1.O. The product is [Cl:13][C:14]1[N:15]=[C:16]([O:12][C:5]2[C:6]([CH3:11])=[CH:7][C:8]([CH3:10])=[CH:9][C:4]=2[CH3:3])[C:17]2[N:22]([CH3:23])[CH:21]=[CH:20][C:18]=2[N:19]=1. The yield is 0.800. (9) The reactants are [OH-].[Na+].[CH:3]1[C:15]2[NH:14][C:13]3[C:8](=[CH:9][CH:10]=[CH:11][CH:12]=3)[C:7]=2[CH:6]=[CH:5][CH:4]=1.Cl[CH2:17][CH2:18][O:19][CH2:20][CH2:21][O:22]C1CCCCO1. The catalyst is [Cl-].C([N+](CC)(CC)CC)C1C=CC=CC=1.C1C=CC=CC=1.[Na+].[I-]. The product is [CH:12]1[C:13]2[N:14]([CH2:17][CH2:18][O:19][CH2:20][CH2:21][OH:22])[C:15]3[C:7](=[CH:6][CH:5]=[CH:4][CH:3]=3)[C:8]=2[CH:9]=[CH:10][CH:11]=1. The yield is 0.750.